From a dataset of Forward reaction prediction with 1.9M reactions from USPTO patents (1976-2016). Predict the product of the given reaction. Given the reactants Cl[S:2]([C:5]1[CH:14]=[CH:13][C:8]([C:9]([O:11][CH3:12])=[O:10])=[CH:7][CH:6]=1)(=[O:4])=[O:3].[O:15]1[C:19]2[CH:20]=[C:21]([CH2:24][NH2:25])[CH:22]=[CH:23][C:18]=2[CH:17]=[CH:16]1, predict the reaction product. The product is: [O:15]1[C:19]2[CH:20]=[C:21]([CH2:24][NH:25][S:2]([C:5]3[CH:14]=[CH:13][C:8]([C:9]([O:11][CH3:12])=[O:10])=[CH:7][CH:6]=3)(=[O:4])=[O:3])[CH:22]=[CH:23][C:18]=2[CH:17]=[CH:16]1.